This data is from Catalyst prediction with 721,799 reactions and 888 catalyst types from USPTO. The task is: Predict which catalyst facilitates the given reaction. (1) Reactant: [CH3:1][N:2]1[C:6]([CH:7]=[O:8])=[C:5]([N+:9]([O-:11])=[O:10])[CH:4]=[N:3]1.[OH:12][CH2:13][CH:14]([CH2:17]O)[CH2:15][OH:16].C1(C)C=CC(S(O)(=O)=O)=CC=1. Product: [CH3:1][N:2]1[C:6]([CH:7]2[O:12][CH2:13][CH:14]([CH2:15][OH:16])[CH2:17][O:8]2)=[C:5]([N+:9]([O-:11])=[O:10])[CH:4]=[N:3]1. The catalyst class is: 11. (2) Reactant: [F:1][C:2]1([F:25])[CH2:7][CH2:6][CH:5]([CH2:8][C:9]2[N:13]3[CH:14]=[C:15](I)[C:16]([C:18]#[N:19])=[CH:17][C:12]3=[N:11][C:10]=2[C:21]([F:24])([F:23])[F:22])[CH2:4][CH2:3]1.[CH3:26][C:27]1(C)C(C)(C)OB(C=C)O1. Product: [F:1][C:2]1([F:25])[CH2:7][CH2:6][CH:5]([CH2:8][C:9]2[N:13]3[CH:14]=[C:15]([CH:26]=[CH2:27])[C:16]([C:18]#[N:19])=[CH:17][C:12]3=[N:11][C:10]=2[C:21]([F:24])([F:23])[F:22])[CH2:4][CH2:3]1. The catalyst class is: 103. (3) Reactant: [C:1]1([NH2:8])[CH:6]=[CH:5][CH:4]=[CH:3][C:2]=1[NH2:7].[C:9]1(=O)[C:19]2=[C:20]3[C:15](=[CH:16][CH:17]=[CH:18]2)[CH:14]=[CH:13][CH:12]=[C:11]3[C:10]1=O. Product: [CH:12]1[C:11]2[C:10]3[C:9]([C:19]4[C:20]=2[C:15]([CH:16]=[CH:17][CH:18]=4)=[CH:14][CH:13]=1)=[N:8][C:1]1[C:2](=[CH:3][CH:4]=[CH:5][CH:6]=1)[N:7]=3. The catalyst class is: 6. (4) Reactant: [NH2:1][C:2]1[CH:3]=[C:4]([CH:8]=[CH:9][CH:10]=1)[C:5]([OH:7])=[O:6].[CH3:11][N:12]=[C:13]=[S:14]. Product: [CH3:11][NH:12][C:13](=[S:14])[NH:1][C:2]1[CH:3]=[C:4]([CH:8]=[CH:9][CH:10]=1)[C:5]([OH:7])=[O:6]. The catalyst class is: 15. (5) Reactant: C(OC([N:8]1[CH:12]=[CH:11][CH:10]=[C:9]1[C:13]1[CH:18]=[CH:17][C:16]([OH:19])=[C:15]([N:20]2[CH2:24][C:23](=[O:25])[NH:22][S:21]2(=[O:27])=[O:26])[CH:14]=1)=O)(C)(C)C. Product: [OH:19][C:16]1[CH:17]=[CH:18][C:13]([C:9]2[NH:8][CH:12]=[CH:11][CH:10]=2)=[CH:14][C:15]=1[N:20]1[S:21](=[O:27])(=[O:26])[NH:22][C:23](=[O:25])[CH2:24]1. The catalyst class is: 157.